From a dataset of Forward reaction prediction with 1.9M reactions from USPTO patents (1976-2016). Predict the product of the given reaction. Given the reactants [OH:1][C:2]1[CH:7]=[CH:6][C:5](B(O)O)=[CH:4][CH:3]=1.Br[C:12]1[CH:13]=[C:14]([C:32]([OH:41])([C:37]([F:40])([F:39])[F:38])[C:33]([F:36])([F:35])[F:34])[CH:15]=[CH:16][C:17]=1N1CCN(S(C2SC=CC=2)(=O)=O)CC1, predict the reaction product. The product is: [F:34][C:33]([F:35])([F:36])[C:32]([C:14]1[CH:15]=[CH:16][CH:17]=[C:12]([C:5]2[CH:6]=[CH:7][C:2]([OH:1])=[CH:3][CH:4]=2)[CH:13]=1)([OH:41])[C:37]([F:38])([F:40])[F:39].